Dataset: Aqueous solubility values for 9,982 compounds from the AqSolDB database. Task: Regression/Classification. Given a drug SMILES string, predict its absorption, distribution, metabolism, or excretion properties. Task type varies by dataset: regression for continuous measurements (e.g., permeability, clearance, half-life) or binary classification for categorical outcomes (e.g., BBB penetration, CYP inhibition). For this dataset (solubility_aqsoldb), we predict Y. The drug is CCC(C)NCCO. The Y is 0.667 log mol/L.